This data is from Full USPTO retrosynthesis dataset with 1.9M reactions from patents (1976-2016). The task is: Predict the reactants needed to synthesize the given product. (1) Given the product [OH:42][CH:37]([C:36]([OH:40])([CH3:39])[CH3:38])[CH2:11][CH2:10][C@@H:15]([CH3:19])[CH2:16][CH2:17][N:8]1[C:9]2[CH:31]=[CH:30][CH:12]=[C:13]3[C:2]([CH3:22])([CH3:1])[CH2:3][CH2:4][N:5]([C:14]=23)[C:6](=[O:21])[C:7]1=[O:20], predict the reactants needed to synthesize it. The reactants are: [CH3:1][C@H:2]([CH2:22]CC=C(C)C)[CH2:3][CH2:4][N:5]1[C:14]2[CH:13]=[CH:12][CH:11]=[C:10]3[C:15]([CH3:19])(C)[CH2:16][CH2:17][N:8]([C:9]=23)[C:7](=[O:20])[C:6]1=[O:21].C[N+]1([O-])CCO[CH2:31][CH2:30]1.[C:36]([O:40]O)([CH3:39])([CH3:38])[CH3:37].[OH:42]S([O-])(=O)=O.[Na+]. (2) The reactants are: [CH2:1]([C:4]1[C:8]([CH2:9][OH:10])=[CH:7][N:6]([C:11]2[CH:16]=[CH:15][C:14]([C:17]([F:20])([F:19])[F:18])=[CH:13][N:12]=2)[N:5]=1)[CH2:2][CH3:3].O[C:22]1[CH:27]=[CH:26][C:25]([CH2:28][CH2:29][C:30]([O:32]C)=[O:31])=[C:24]([O:34][CH3:35])[CH:23]=1.C1(P(C2C=CC=CC=2)C2C=CC=CC=2)C=CC=CC=1.N(C(OCC)=O)=NC(OCC)=O. Given the product [CH3:35][O:34][C:24]1[CH:23]=[C:22]([O:10][CH2:9][C:8]2[C:4]([CH2:1][CH2:2][CH3:3])=[N:5][N:6]([C:11]3[CH:16]=[CH:15][C:14]([C:17]([F:19])([F:18])[F:20])=[CH:13][N:12]=3)[CH:7]=2)[CH:27]=[CH:26][C:25]=1[CH2:28][CH2:29][C:30]([OH:32])=[O:31], predict the reactants needed to synthesize it. (3) The reactants are: [CH3:1][C:2]1[CH:7]=[C:6]([CH3:8])[NH:5][C:4](=[O:9])[C:3]=1[CH2:10][NH:11][C:12](=[O:37])[C:13]1[CH:18]=[C:17]([C:19]2[CH:20]=[N:21][C:22]([CH2:25]O)=[CH:23][CH:24]=2)[CH:16]=[C:15]([N:27]([CH2:34][CH3:35])[CH:28]2[CH2:33][CH2:32][O:31][CH2:30][CH2:29]2)[C:14]=1[CH3:36].C1(P(C2C=CC=CC=2)C2C=CC=CC=2)C=CC=CC=1.C(Br)(Br)(Br)[Br:58].O. Given the product [Br:58][CH2:25][C:22]1[N:21]=[CH:20][C:19]([C:17]2[CH:16]=[C:15]([N:27]([CH2:34][CH3:35])[CH:28]3[CH2:33][CH2:32][O:31][CH2:30][CH2:29]3)[C:14]([CH3:36])=[C:13]([CH:18]=2)[C:12]([NH:11][CH2:10][C:3]2[C:4](=[O:9])[NH:5][C:6]([CH3:8])=[CH:7][C:2]=2[CH3:1])=[O:37])=[CH:24][CH:23]=1, predict the reactants needed to synthesize it. (4) Given the product [OH:4][C@H:5]1[C@@H:10]([O:11][C@@H:12]2[C@@H:17]([OH:18])[C@@H:16]([OH:22])[C@H:15]([OH:26])[C@@H:14]([CH2:30][OH:31])[O:13]2)[C@H:9]([OH:35])[C@@H:8]([CH2:39][OH:40])[O:7][C@@H:6]1[CH2:44][CH2:45][CH2:46][C:47]1[CH:48]=[CH:49][C:50]([C:51]([O:53][CH3:54])=[O:52])=[CH:55][CH:56]=1, predict the reactants needed to synthesize it. The reactants are: C([O:4][C@H:5]1[C@@H:10]([O:11][C@@H:12]2[C@@H:17]([O:18]C(=O)C)[C@@H:16]([O:22]C(=O)C)[C@H:15]([O:26]C(=O)C)[C@@H:14]([CH2:30][O:31]C(=O)C)[O:13]2)[C@H:9]([O:35]C(=O)C)[C@@H:8]([CH2:39][O:40]C(=O)C)[O:7][C@@H:6]1[CH2:44][CH2:45][CH2:46][C:47]1[CH:56]=[CH:55][C:50]([C:51]([O:53][CH3:54])=[O:52])=[CH:49][CH:48]=1)(=O)C. (5) Given the product [N:2]1([C:17]([O:19][CH2:20][CH:21]2[C:22]3[CH:23]=[CH:24][CH:25]=[CH:26][C:27]=3[C:28]3[C:33]2=[CH:32][CH:31]=[CH:30][CH:29]=3)=[O:18])[CH2:7][CH2:6][O:5][CH2:4][CH:3]1[C:8]([O:10][CH3:11])=[O:9], predict the reactants needed to synthesize it. The reactants are: Cl.[NH:2]1[CH2:7][CH2:6][O:5][CH2:4][CH:3]1[C:8]([O:10][CH3:11])=[O:9].C(=O)(O)[O-].[Na+].[C:17](Cl)([O:19][CH2:20][CH:21]1[C:33]2[C:28](=[CH:29][CH:30]=[CH:31][CH:32]=2)[C:27]2[C:22]1=[CH:23][CH:24]=[CH:25][CH:26]=2)=[O:18]. (6) Given the product [ClH:30].[ClH:30].[S:14]1[CH:15]=[CH:16][CH:17]=[C:13]1[CH2:12][CH2:11][NH:10][C:7]1[CH:6]=[CH:5][C:4]([NH2:1])=[CH:9][CH:8]=1, predict the reactants needed to synthesize it. The reactants are: [N+:1]([C:4]1[CH:9]=[CH:8][C:7]([NH:10][CH2:11][CH2:12][C:13]2[S:14][CH:15]=[CH:16][CH:17]=2)=[CH:6][CH:5]=1)([O-])=O.C1(N)C(F)=C(F)C(F)=C(N)C=1F.[ClH:30].Cl. (7) Given the product [CH2:1]([O:3][C:4](=[O:18])[C:5]1[CH:10]=[C:9]([F:11])[CH:8]=[C:7]([C:12]2[CH2:16][CH2:15][CH2:14][C:13]=2[C:23]2[CH:22]=[C:21]([C:20]([F:40])([F:41])[F:19])[CH:26]=[CH:25][C:24]=2[O:30][CH2:31][C:32]2[CH:37]=[CH:36][C:35]([F:38])=[CH:34][C:33]=2[F:39])[CH:6]=1)[CH3:2], predict the reactants needed to synthesize it. The reactants are: [CH2:1]([O:3][C:4](=[O:18])[C:5]1[CH:10]=[C:9]([F:11])[CH:8]=[C:7]([C:12]2[CH2:16][CH2:15][CH2:14][C:13]=2Br)[CH:6]=1)[CH3:2].[F:19][C:20]([F:41])([F:40])[C:21]1[CH:22]=[CH:23][C:24]([O:30][CH2:31][C:32]2[CH:37]=[CH:36][C:35]([F:38])=[CH:34][C:33]=2[F:39])=[C:25](B(O)O)[CH:26]=1.B(O)O.